From a dataset of NCI-60 drug combinations with 297,098 pairs across 59 cell lines. Regression. Given two drug SMILES strings and cell line genomic features, predict the synergy score measuring deviation from expected non-interaction effect. Synergy scores: CSS=-9.48, Synergy_ZIP=8.27, Synergy_Bliss=7.12, Synergy_Loewe=-7.20, Synergy_HSA=-6.45. Drug 2: C(CCl)NC(=O)N(CCCl)N=O. Drug 1: CC1=CC=C(C=C1)C2=CC(=NN2C3=CC=C(C=C3)S(=O)(=O)N)C(F)(F)F. Cell line: CCRF-CEM.